Predict the reactants needed to synthesize the given product. From a dataset of Full USPTO retrosynthesis dataset with 1.9M reactions from patents (1976-2016). Given the product [I:1][C:2]1[CH:7]=[CH:6][CH:5]=[CH:4][C:3]=1[O:8][CH2:18][CH2:17][O:16][CH3:15], predict the reactants needed to synthesize it. The reactants are: [I:1][C:2]1[CH:7]=[CH:6][CH:5]=[CH:4][C:3]=1[OH:8].C(=O)([O-])[O-].[K+].[K+].[CH3:15][O:16][CH2:17][CH2:18]Br.